From a dataset of Forward reaction prediction with 1.9M reactions from USPTO patents (1976-2016). Predict the product of the given reaction. (1) Given the reactants [N+:1]([C:4]1[CH:5]=[C:6]([OH:11])[C:7]([OH:10])=[CH:8][CH:9]=1)([O-:3])=[O:2].Cl[CH2:13][CH2:14][S:15][CH3:16].C([O-])([O-])=O.[K+].[K+], predict the reaction product. The product is: [CH3:16][S:15][CH2:14][CH2:13][O:10][C:7]1[CH:8]=[CH:9][C:4]([N+:1]([O-:3])=[O:2])=[CH:5][C:6]=1[OH:11]. (2) Given the reactants [C:1]([NH:4][C:5]1[S:6][C:7]2[C:13]3[N:14]([C:17]4[CH:25]=[CH:24][C:20]([C:21](O)=[O:22])=[CH:19][CH:18]=4)[N:15]=[CH:16][C:12]=3[CH2:11][CH2:10][C:8]=2[N:9]=1)(=[O:3])[CH3:2].CN(C(ON1N=NC2C=CC=CC1=2)=[N+](C)C)C.[B-](F)(F)(F)F.C(N(C(C)C)CC)(C)C.CC(OC([NH:64][CH:65]1[CH2:70][CH2:69][NH:68][CH2:67][CH2:66]1)=O)(C)C.C(=O)([O-])[O-].[K+].[K+], predict the reaction product. The product is: [NH2:64][CH:65]1[CH2:70][CH2:69][N:68]([C:21]([C:20]2[CH:24]=[CH:25][C:17]([N:14]3[C:13]4[C:7]5[S:6][C:5]([NH:4][C:1](=[O:3])[CH3:2])=[N:9][C:8]=5[CH2:10][CH2:11][C:12]=4[CH:16]=[N:15]3)=[CH:18][CH:19]=2)=[O:22])[CH2:67][CH2:66]1. (3) The product is: [N+:5]([C:8]1[C:9]([C:13]([O:15][CH3:16])=[O:14])=[N:10][NH:11][CH:12]=1)([O-:7])=[O:6]. Given the reactants S(Cl)(Cl)=O.[N+:5]([C:8]1[C:9]([C:13]([OH:15])=[O:14])=[N:10][NH:11][CH:12]=1)([O-:7])=[O:6].[CH3:16]O, predict the reaction product. (4) Given the reactants C([NH2:5])(C)(C)C.C(O)C.[C:9]([OH:15])([C:11]([F:14])([F:13])[F:12])=[O:10].[OH2:16], predict the reaction product. The product is: [OH:16][NH-:5].[C:9]([OH:15])([C:11]([F:14])([F:13])[F:12])=[O:10].